This data is from Catalyst prediction with 721,799 reactions and 888 catalyst types from USPTO. The task is: Predict which catalyst facilitates the given reaction. (1) Reactant: [N+:1]([C:4]1[CH:9]=[CH:8][C:7]([CH2:10][CH2:11][NH2:12])=[CH:6][CH:5]=1)([O-:3])=[O:2].[C:13](O)(=[O:22])[C@@H:14]([C:16]1[CH:21]=[CH:20][CH:19]=[CH:18][CH:17]=1)[OH:15].C(=O)([O-])[O-].[K+].[K+].OC1C2N=NNC=2C=CC=1.Cl.CN(C)CCCN=C=NCC. Product: [OH:15][C@H:14]([C:16]1[CH:21]=[CH:20][CH:19]=[CH:18][CH:17]=1)[C:13]([NH:12][CH2:11][CH2:10][C:7]1[CH:6]=[CH:5][C:4]([N+:1]([O-:3])=[O:2])=[CH:9][CH:8]=1)=[O:22]. The catalyst class is: 145. (2) Reactant: O=[C:2]([CH2:19][C:20]1[CH:25]=[C:24]([F:26])[C:23]([F:27])=[CH:22][C:21]=1[F:28])[CH2:3][C:4]([N:6]1[CH2:12][CH2:11][CH2:10][NH:9][C:8](=[O:13])[CH:7]1[CH2:14][C:15]([F:18])([F:17])[F:16])=[O:5].C([O-])(=O)C.[NH4+:33].[OH-].[NH4+]. Product: [NH2:33]/[C:2](/[CH2:19][C:20]1[CH:25]=[C:24]([F:26])[C:23]([F:27])=[CH:22][C:21]=1[F:28])=[CH:3]\[C:4]([N:6]1[CH2:12][CH2:11][CH2:10][NH:9][C:8](=[O:13])[CH:7]1[CH2:14][C:15]([F:18])([F:17])[F:16])=[O:5]. The catalyst class is: 237. (3) Reactant: [CH3:1][O:2][C:3](=[O:15])[C:4](=O)[CH2:5][C:6]([C:8]1[CH:9]=[N:10][N:11]([CH3:13])[CH:12]=1)=O.[Cl:16][C:17]1[N:18]=[N:19][C:20]([NH:23][NH2:24])=[CH:21][CH:22]=1.C(O)(=O)C.C(=O)([O-])O.[Na+]. Product: [CH3:1][O:2][C:3]([C:4]1[CH:5]=[C:6]([C:8]2[CH:9]=[N:10][N:11]([CH3:13])[CH:12]=2)[N:23]([C:20]2[N:19]=[N:18][C:17]([Cl:16])=[CH:22][CH:21]=2)[N:24]=1)=[O:15]. The catalyst class is: 254. (4) Product: [CH3:1][O:2][C:3]1[CH:4]=[C:5]2[C:10](=[CH:11][C:12]=1[O:13][CH3:14])[N:9]=[CH:8][CH:7]=[C:6]2[O:15][C:16]1[C:22]([CH3:23])=[CH:21][C:19]([NH:20][C:29](=[O:35])[O:28][C:26]2[CH:45]=[CH:38][CH:39]=[C:40]([C:41]#[N:42])[CH:43]=2)=[C:18]([CH3:24])[CH:17]=1. The catalyst class is: 208. Reactant: [CH3:1][O:2][C:3]1[CH:4]=[C:5]2[C:10](=[CH:11][C:12]=1[O:13][CH3:14])[N:9]=[CH:8][CH:7]=[C:6]2[O:15][C:16]1[C:22]([CH3:23])=[CH:21][C:19]([NH2:20])=[C:18]([CH3:24])[CH:17]=1.Cl[C:26](Cl)([O:28][C:29](=[O:35])OC(Cl)(Cl)Cl)Cl.O[C:38]1[CH:39]=[C:40]([CH:43]=C[CH:45]=1)[C:41]#[N:42].C(=O)(O)[O-].[Na+]. (5) Reactant: [Cl:1][C:2]1[CH:15]=[CH:14][C:5]2[NH:6][C:7](=[O:13])[CH:8]([CH:10]([CH3:12])[CH3:11])[O:9][C:4]=2[CH:3]=1.C(=O)([O-])[O-].[K+].[K+].[C:22]([O:26][CH3:27])(=[O:25])[CH:23]=[CH2:24].C(OCC)(=O)C. Product: [CH3:27][O:26][C:22](=[O:25])[CH2:23][CH2:24][N:6]1[C:5]2[CH:14]=[CH:15][C:2]([Cl:1])=[CH:3][C:4]=2[O:9][CH:8]([CH:10]([CH3:12])[CH3:11])[C:7]1=[O:13]. The catalyst class is: 35. (6) Reactant: [F:1][C:2]1([F:15])[O:6][C:5]2[CH:7]=[CH:8][C:9]([CH:11]([OH:14])[CH2:12][CH3:13])=[CH:10][C:4]=2[O:3]1. Product: [F:15][C:2]1([F:1])[O:6][C:5]2[CH:7]=[CH:8][C:9]([C:11](=[O:14])[CH2:12][CH3:13])=[CH:10][C:4]=2[O:3]1. The catalyst class is: 661. (7) Reactant: [NH2:1][C:2]1[C:7]([C:8]([C:10]2[CH:15]=[C:14]([F:16])[CH:13]=[CH:12][C:11]=2[O:17][CH3:18])=[O:9])=[CH:6][N:5]=[C:4]([NH:19][CH:20]2[CH2:25][CH2:24][NH:23][CH2:22][CH2:21]2)[N:3]=1.[Cl:26][CH2:27][CH2:28][CH2:29][S:30](Cl)(=[O:32])=[O:31].C(N(C(C)C)CC)(C)C. Product: [NH2:1][C:2]1[C:7]([C:8]([C:10]2[CH:15]=[C:14]([F:16])[CH:13]=[CH:12][C:11]=2[O:17][CH3:18])=[O:9])=[CH:6][N:5]=[C:4]([NH:19][CH:20]2[CH2:21][CH2:22][N:23]([S:30]([CH2:29][CH2:28][CH2:27][Cl:26])(=[O:32])=[O:31])[CH2:24][CH2:25]2)[N:3]=1. The catalyst class is: 2. (8) Reactant: [C:1]([C:3]1[S:7][C:6]([C:8]2[CH:16]=[CH:15][C:11]([C:12]([OH:14])=O)=[C:10]([F:17])[CH:9]=2)=[CH:5][CH:4]=1)#[N:2].CCN=C=NCCCN(C)C.Cl.C1C=CC2N(O)N=NC=2C=1.CCN(C(C)C)C(C)C.[CH3:49][C@@H:50]1[CH2:54][CH2:53][CH2:52][N:51]1[CH2:55][C@@H:56]1[CH2:60][CH2:59][CH2:58][NH:57]1. Product: [F:17][C:10]1[CH:9]=[C:8]([C:6]2[S:7][C:3]([C:1]#[N:2])=[CH:4][CH:5]=2)[CH:16]=[CH:15][C:11]=1[C:12]([N:57]1[CH2:58][CH2:59][CH2:60][C@H:56]1[CH2:55][N:51]1[CH2:52][CH2:53][CH2:54][C@H:50]1[CH3:49])=[O:14]. The catalyst class is: 3. (9) Reactant: [CH3:1][CH:2]1[CH2:5][O:4][CH:3]1CO.[H-].[Na+].[H][H].[Cl-]. Product: [CH2:3]([O:4][CH2:5][C:2]1([CH3:1])[CH2:3][O:4][CH2:5]1)[CH:2]=[CH2:1]. The catalyst class is: 1. (10) Reactant: [OH:1][CH2:2][CH2:3][CH2:4][O:5][C:6]1[CH:36]=[CH:35][C:9]2[CH2:10][N:11]([C:17]3[CH:26]=[C:25]([NH:27]C(=O)OC(C)(C)C)[C:24]4[C:19](=[CH:20][CH:21]=[CH:22][CH:23]=4)[N:18]=3)[CH2:12][CH2:13][S:14](=[O:16])(=[O:15])[C:8]=2[CH:7]=1.FC(F)(F)C(O)=O. Product: [NH2:27][C:25]1[C:24]2[C:19](=[CH:20][CH:21]=[CH:22][CH:23]=2)[N:18]=[C:17]([N:11]2[CH2:10][C:9]3[CH:35]=[CH:36][C:6]([O:5][CH2:4][CH2:3][CH2:2][OH:1])=[CH:7][C:8]=3[S:14](=[O:15])(=[O:16])[CH2:13][CH2:12]2)[CH:26]=1. The catalyst class is: 46.